Dataset: Forward reaction prediction with 1.9M reactions from USPTO patents (1976-2016). Task: Predict the product of the given reaction. (1) Given the reactants C[O:2][C:3]([C:5]1[CH:10]=[C:9]([Br:11])[C:8](=[O:12])[N:7]([CH2:13][CH2:14][C:15]2[CH:20]=[CH:19][CH:18]=[CH:17][CH:16]=2)[C:6]=1[CH2:21][N:22]([CH2:33][C:34]([O:36][CH3:37])=[O:35])S(C1C=CC(C)=CC=1)(=O)=O)=O.C[O-].[Na+].Cl, predict the reaction product. The product is: [CH3:37][O:36][C:34]([C:33]1[C:3]([OH:2])=[C:5]2[C:6](=[CH:21][N:22]=1)[N:7]([CH2:13][CH2:14][C:15]1[CH:20]=[CH:19][CH:18]=[CH:17][CH:16]=1)[C:8](=[O:12])[C:9]([Br:11])=[CH:10]2)=[O:35]. (2) Given the reactants Br[C:2]1[CH:18]=[CH:17][C:5]([O:6][CH:7]([CH3:16])[CH2:8][NH:9][S:10]([CH:13]([CH3:15])[CH3:14])(=[O:12])=[O:11])=[CH:4][CH:3]=1.[CH3:19][C:20]1[CH:25]=[CH:24][CH:23]=[CH:22][C:21]=1B(O)O.C(=O)([O-])[O-].[Na+].[Na+], predict the reaction product. The product is: [CH3:14][CH:13]([S:10]([NH:9][CH2:8][CH:7]([O:6][C:5]1[CH:17]=[CH:18][C:2]([C:21]2[CH:22]=[CH:23][CH:24]=[CH:25][C:20]=2[CH3:19])=[CH:3][CH:4]=1)[CH3:16])(=[O:12])=[O:11])[CH3:15]. (3) Given the reactants Cl[C:2]1[S:3][C:4]2[C:9]([N:10]=1)=[CH:8][CH:7]=[CH:6][N:5]=2.[OH:11][CH2:12][C:13]1[CH:18]=[CH:17][C:16]([OH:19])=[CH:15][CH:14]=1.C([O-])([O-])=O.[Cs+].[Cs+], predict the reaction product. The product is: [N:10]1[C:9]2[C:4](=[N:5][CH:6]=[CH:7][CH:8]=2)[S:3][C:2]=1[O:19][C:16]1[CH:17]=[CH:18][C:13]([CH2:12][OH:11])=[CH:14][CH:15]=1. (4) Given the reactants [C:1]([C:3]1[C:4]([N:15]2[CH2:20][CH2:19][CH:18]([C:21](=[O:33])[NH:22][S:23](=[O:32])(=[O:31])[NH:24][C:25]3[CH:30]=[CH:29][CH:28]=[CH:27][CH:26]=3)[CH2:17][CH2:16]2)=[N:5][C:6]([CH3:14])=[C:7]([CH:13]=1)[C:8]([O:10][CH2:11][CH3:12])=[O:9])#[N:2].[H-].[Na+].IC.[CH3:38]C(O)=O, predict the reaction product. The product is: [C:1]([C:3]1[C:4]([N:15]2[CH2:16][CH2:17][CH:18]([C:21]([NH:22][S:23]([N:24]([CH3:38])[C:25]3[CH:26]=[CH:27][CH:28]=[CH:29][CH:30]=3)(=[O:31])=[O:32])=[O:33])[CH2:19][CH2:20]2)=[N:5][C:6]([CH3:14])=[C:7]([CH:13]=1)[C:8]([O:10][CH2:11][CH3:12])=[O:9])#[N:2].[C:1]([C:3]1[C:4]([N:15]2[CH2:16][CH2:17][CH:18]([C:21](=[O:33])[N:22]([CH3:38])[S:23](=[O:31])(=[O:32])[NH:24][C:25]3[CH:26]=[CH:27][CH:28]=[CH:29][CH:30]=3)[CH2:19][CH2:20]2)=[N:5][C:6]([CH3:14])=[C:7]([CH:13]=1)[C:8]([O:10][CH2:11][CH3:12])=[O:9])#[N:2]. (5) The product is: [Cl:17][C:18]1[CH:19]=[C:20]([CH:24]=[C:25]([C:43]([F:46])([F:44])[F:45])[C:26]=1[CH2:27][N:28]1[CH2:33][CH2:32][CH2:31][C@H:30]([NH:34][CH3:35])[CH2:29]1)[C:21]([NH:10][CH2:9][C:7]1[CH:8]=[C:3]([Cl:2])[CH:4]=[C:5]([CH3:16])[C:6]=1[S:11]([CH2:14][CH3:15])(=[O:13])=[O:12])=[O:22]. Given the reactants Cl.[Cl:2][C:3]1[CH:4]=[C:5]([CH3:16])[C:6]([S:11]([CH2:14][CH3:15])(=[O:13])=[O:12])=[C:7]([CH2:9][NH2:10])[CH:8]=1.[Cl:17][C:18]1[CH:19]=[C:20]([CH:24]=[C:25]([C:43]([F:46])([F:45])[F:44])[C:26]=1[CH2:27][N:28]1[CH2:33][CH2:32][CH2:31][C@H:30]([N:34](C)[C:35](OC(C)(C)C)=O)[CH2:29]1)[C:21](O)=[O:22], predict the reaction product.